This data is from Blood-brain barrier penetration binary classification data from Martins et al.. The task is: Regression/Classification. Given a drug SMILES string, predict its absorption, distribution, metabolism, or excretion properties. Task type varies by dataset: regression for continuous measurements (e.g., permeability, clearance, half-life) or binary classification for categorical outcomes (e.g., BBB penetration, CYP inhibition). Dataset: bbb_martins. (1) The compound is CC(C)(C)C(=O)NCCCC(=O)O. The result is 1 (penetrates BBB). (2) The drug is NS(=O)(=O)c1cc2c(cc1Cl)NCNS2(=O)=O. The result is 0 (does not penetrate BBB).